Dataset: NCI-60 drug combinations with 297,098 pairs across 59 cell lines. Task: Regression. Given two drug SMILES strings and cell line genomic features, predict the synergy score measuring deviation from expected non-interaction effect. (1) Drug 1: CN(C)N=NC1=C(NC=N1)C(=O)N. Drug 2: CC1=C2C(C(=O)C3(C(CC4C(C3C(C(C2(C)C)(CC1OC(=O)C(C(C5=CC=CC=C5)NC(=O)OC(C)(C)C)O)O)OC(=O)C6=CC=CC=C6)(CO4)OC(=O)C)O)C)O. Cell line: HS 578T. Synergy scores: CSS=13.9, Synergy_ZIP=-4.81, Synergy_Bliss=-6.99, Synergy_Loewe=-45.5, Synergy_HSA=-8.50. (2) Drug 1: CC12CCC(CC1=CCC3C2CCC4(C3CC=C4C5=CN=CC=C5)C)O. Drug 2: CC1C(C(CC(O1)OC2CC(CC3=C2C(=C4C(=C3O)C(=O)C5=C(C4=O)C(=CC=C5)OC)O)(C(=O)C)O)N)O.Cl. Cell line: OVCAR-8. Synergy scores: CSS=41.7, Synergy_ZIP=12.7, Synergy_Bliss=14.0, Synergy_Loewe=3.35, Synergy_HSA=13.3. (3) Drug 1: CS(=O)(=O)C1=CC(=C(C=C1)C(=O)NC2=CC(=C(C=C2)Cl)C3=CC=CC=N3)Cl. Drug 2: CCC(=C(C1=CC=CC=C1)C2=CC=C(C=C2)OCCN(C)C)C3=CC=CC=C3.C(C(=O)O)C(CC(=O)O)(C(=O)O)O. Cell line: HL-60(TB). Synergy scores: CSS=25.7, Synergy_ZIP=22.6, Synergy_Bliss=26.2, Synergy_Loewe=19.7, Synergy_HSA=20.8. (4) Drug 1: CC1=C2C(C(=O)C3(C(CC4C(C3C(C(C2(C)C)(CC1OC(=O)C(C(C5=CC=CC=C5)NC(=O)C6=CC=CC=C6)O)O)OC(=O)C7=CC=CC=C7)(CO4)OC(=O)C)O)C)OC(=O)C. Drug 2: C1CN1C2=NC(=NC(=N2)N3CC3)N4CC4. Cell line: DU-145. Synergy scores: CSS=62.0, Synergy_ZIP=-5.71, Synergy_Bliss=-7.78, Synergy_Loewe=-5.17, Synergy_HSA=-4.52. (5) Drug 1: CCN(CC)CCNC(=O)C1=C(NC(=C1C)C=C2C3=C(C=CC(=C3)F)NC2=O)C. Drug 2: COCCOC1=C(C=C2C(=C1)C(=NC=N2)NC3=CC=CC(=C3)C#C)OCCOC.Cl. Cell line: CAKI-1. Synergy scores: CSS=10.8, Synergy_ZIP=-9.33, Synergy_Bliss=-3.15, Synergy_Loewe=-1.46, Synergy_HSA=-1.31. (6) Drug 1: CC1=C2C(C(=O)C3(C(CC4C(C3C(C(C2(C)C)(CC1OC(=O)C(C(C5=CC=CC=C5)NC(=O)C6=CC=CC=C6)O)O)OC(=O)C7=CC=CC=C7)(CO4)OC(=O)C)O)C)OC(=O)C. Drug 2: COC1=C2C(=CC3=C1OC=C3)C=CC(=O)O2. Cell line: HCT116. Synergy scores: CSS=45.9, Synergy_ZIP=-5.28, Synergy_Bliss=-10.3, Synergy_Loewe=-32.3, Synergy_HSA=-9.20. (7) Drug 1: CC12CCC3C(C1CCC2O)C(CC4=C3C=CC(=C4)O)CCCCCCCCCS(=O)CCCC(C(F)(F)F)(F)F. Drug 2: C1CNP(=O)(OC1)N(CCCl)CCCl. Cell line: SR. Synergy scores: CSS=1.14, Synergy_ZIP=0.261, Synergy_Bliss=-0.503, Synergy_Loewe=-0.484, Synergy_HSA=-2.93.